This data is from Forward reaction prediction with 1.9M reactions from USPTO patents (1976-2016). The task is: Predict the product of the given reaction. (1) The product is: [N:1]1[CH:6]=[CH:5][CH:4]=[CH:3][C:2]=1[C:7]([NH:9][C:10]1[C:11]([C:21]([NH:23][CH2:24][CH2:25][CH2:26][C:27]([O:29][CH2:30][CH3:31])=[O:28])=[O:22])=[N:12][NH:13][CH:14]=1)=[O:8]. Given the reactants [N:1]1[CH:6]=[CH:5][CH:4]=[CH:3][C:2]=1[C:7]([NH:9][C:10]1[C:11]([C:21]([NH:23][CH2:24][CH2:25][CH2:26][C:27]([O:29][CH2:30][CH3:31])=[O:28])=[O:22])=[N:12][N:13](C2CCCCO2)[CH:14]=1)=[O:8].O.C1(C)C=CC(S(O)(=O)=O)=CC=1.C(=O)([O-])O.[Na+], predict the reaction product. (2) Given the reactants [CH2:1]([O:3][C:4](=[O:25])[CH2:5][C:6]1[CH:11]=[C:10]([NH:12][C:13]2[CH:18]=[CH:17][CH:16]=[C:15]([N+:19]([O-])=O)[CH:14]=2)[CH:9]=[CH:8][C:7]=1[N+:22]([O-])=O)[CH3:2], predict the reaction product. The product is: [CH2:1]([O:3][C:4](=[O:25])[CH2:5][C:6]1[CH:11]=[C:10]([NH:12][C:13]2[CH:18]=[CH:17][CH:16]=[C:15]([NH2:19])[CH:14]=2)[CH:9]=[CH:8][C:7]=1[NH2:22])[CH3:2]. (3) Given the reactants [F:1][C:2]1[CH:3]=[C:4]2C(=[CH:9][CH:10]=1)NC(=O)[C:5]2=[N:12][N:13]=CC1(C)CC(C)(C(O)=O)CN1.Cl.C(N=C=NCCCN(C)C)C.[OH:37][C:38]1C2N=NNC=2[CH:41]=[CH:40][CH:39]=1.C([N:49]([CH2:52][CH3:53])[CH2:50][CH3:51])C.[NH2:54][C:55]1[CH:60]=[C:59]([F:61])[CH:58]=[CH:57][C:56]=1[NH:62][C:63](=[O:74])[C:64]1[CH:69]=[CH:68][C:67]([NH:70][CH2:71][CH2:72][NH2:73])=[N:66][CH:65]=1.[CH3:75][N:76]([CH:78]=[O:79])C, predict the reaction product. The product is: [NH2:54][C:55]1[CH:60]=[C:59]([F:61])[CH:58]=[CH:57][C:56]=1[NH:62][C:63](=[O:74])[C:64]1[CH:69]=[CH:68][C:67]([NH:70][CH2:71][CH2:72][NH:73][C:38]([C:39]2[C:40]([CH3:41])=[C:52]([CH:53]=[N:13][N:12]=[C:5]3[C:4]4[C:75](=[CH:9][CH:10]=[C:2]([F:1])[CH:3]=4)[NH:76][C:78]3=[O:79])[NH:49][C:50]=2[CH3:51])=[O:37])=[N:66][CH:65]=1. (4) Given the reactants [CH3:1][C:2]1[CH:3]=[CH:4][C:5]([C:8]2[CH:9]=[C:10]([CH:15]=[C:16]([O:18][C:19]3[S:20][CH:21]=[CH:22][N:23]=3)[CH:17]=2)[C:11]([O:13]C)=[O:12])=[N:6][CH:7]=1.[OH-].[Li+].Cl, predict the reaction product. The product is: [CH3:1][C:2]1[CH:3]=[CH:4][C:5]([C:8]2[CH:9]=[C:10]([CH:15]=[C:16]([O:18][C:19]3[S:20][CH:21]=[CH:22][N:23]=3)[CH:17]=2)[C:11]([OH:13])=[O:12])=[N:6][CH:7]=1. (5) Given the reactants [CH3:1][O:2][C:3]1[CH:4]=[N:5][C:6]2[C:11]([CH:12]=1)=[CH:10][C:9]([CH:13]([CH3:21])[C:14]([O:16]C(C)(C)C)=[O:15])=[CH:8][CH:7]=2.[ClH:22], predict the reaction product. The product is: [ClH:22].[CH3:1][O:2][C:3]1[CH:4]=[N:5][C:6]2[C:11]([CH:12]=1)=[CH:10][C:9]([CH:13]([CH3:21])[C:14]([OH:16])=[O:15])=[CH:8][CH:7]=2. (6) Given the reactants [C:1]([C:5]1[O:9][N:8]=[C:7]([NH:10][C:11]([C@@H:13]2[CH2:17][CH2:16][C:15](=[O:18])[N:14]2[C:19]2[CH:20]=[C:21]([CH:25]=[CH:26][CH:27]=2)[C:22](O)=[O:23])=[O:12])[CH:6]=1)([CH3:4])([CH3:3])[CH3:2].ClCCl.[CH3:31][NH2:32], predict the reaction product. The product is: [C:1]([C:5]1[O:9][N:8]=[C:7]([NH:10][C:11]([C@@H:13]2[CH2:17][CH2:16][C:15](=[O:18])[N:14]2[C:19]2[CH:27]=[CH:26][CH:25]=[C:21]([C:22](=[O:23])[NH:32][CH3:31])[CH:20]=2)=[O:12])[CH:6]=1)([CH3:2])([CH3:4])[CH3:3].